From a dataset of Forward reaction prediction with 1.9M reactions from USPTO patents (1976-2016). Predict the product of the given reaction. (1) Given the reactants [C:1](=S)(OCC)[S-:2].[K+].[NH2:8][C:9]1[C:14]([O:15][CH3:16])=[C:13]([O:17][CH3:18])[C:12]([O:19][CH3:20])=[CH:11][C:10]=1[OH:21], predict the reaction product. The product is: [SH:2][C:1]1[O:21][C:10]2[CH:11]=[C:12]([O:19][CH3:20])[C:13]([O:17][CH3:18])=[C:14]([O:15][CH3:16])[C:9]=2[N:8]=1. (2) Given the reactants C(O)(C)C.C([O:7][C:8](=O)[C:9]1[CH:14]=[CH:13][CH:12]=[N:11][C:10]=1[NH:15][CH2:16][C:17]1[CH:22]=[CH:21][C:20]([F:23])=[CH:19][CH:18]=1)C.O.[NH2:26][NH2:27], predict the reaction product. The product is: [F:23][C:20]1[CH:21]=[CH:22][C:17]([CH2:16][NH:15][C:10]2[N:11]=[CH:12][CH:13]=[CH:14][C:9]=2[C:8]([NH:26][NH2:27])=[O:7])=[CH:18][CH:19]=1. (3) Given the reactants C([Li])CCC.Br[C:7]1[CH:12]=[CH:11][C:10]([C:13]2([CH3:18])OCC[O:14]2)=[CH:9][CH:8]=1.C([O:22][B:23](OC(C)C)[O:24]C(C)C)(C)C.Cl, predict the reaction product. The product is: [C:13]([C:10]1[CH:11]=[CH:12][C:7]([B:23]([OH:24])[OH:22])=[CH:8][CH:9]=1)(=[O:14])[CH3:18]. (4) Given the reactants Br[CH:2]1[CH2:6][CH2:5][N:4]([C:7]2[CH:12]=[CH:11][C:10]([O:13][CH2:14][CH2:15][N:16]3[CH2:20][CH2:19][CH2:18][CH2:17]3)=[C:9]([CH2:21][CH3:22])[CH:8]=2)[C:3]1=[O:23].C(=O)([O-])[O-].[Cs+].[Cs+].[I-].[K+].[C:32]1([C:39]2[CH:44]=[CH:43][CH:42]=[CH:41][CH:40]=2)[CH:37]=[CH:36][C:35]([OH:38])=[CH:34][CH:33]=1, predict the reaction product. The product is: [C:32]1([C:39]2[CH:44]=[CH:43][CH:42]=[CH:41][CH:40]=2)[CH:33]=[CH:34][C:35]([O:38][CH:2]2[CH2:6][CH2:5][N:4]([C:7]3[CH:12]=[CH:11][C:10]([O:13][CH2:14][CH2:15][N:16]4[CH2:20][CH2:19][CH2:18][CH2:17]4)=[C:9]([CH2:21][CH3:22])[CH:8]=3)[C:3]2=[O:23])=[CH:36][CH:37]=1. (5) Given the reactants [Cl:1][C:2]1[CH:3]=[C:4]2[C:10](B3OC(C)(C)C(C)(C)O3)=[CH:9][N:8](S(C3C=CC(C)=CC=3)(=O)=O)[C:5]2=[N:6][CH:7]=1.[C:30]([C:34]1[C:39]([F:40])=[C:38]([S:41][CH3:42])[N:37]=[C:36](Cl)[N:35]=1)([CH3:33])([CH3:32])[CH3:31].C([O-])([O-])=O.[Na+].[Na+], predict the reaction product. The product is: [C:30]([C:34]1[C:39]([F:40])=[C:38]([S:41][CH3:42])[N:37]=[C:36]([C:10]2[C:4]3[C:5](=[N:6][CH:7]=[C:2]([Cl:1])[CH:3]=3)[NH:8][CH:9]=2)[N:35]=1)([CH3:33])([CH3:31])[CH3:32]. (6) Given the reactants [O:1]=[C:2]1[NH:6][C:5](=[O:7])[C:4](=[CH:8][C:9]2[CH:10]=[N:11][N:12]3[CH:17]=[CH:16][C:15]([C:18]4[CH:19]=[C:20]([CH:25]=[CH:26][CH:27]=4)[C:21]([O:23]C)=[O:22])=[N:14][C:13]=23)[S:3]1.[OH-].[Na+], predict the reaction product. The product is: [O:1]=[C:2]1[NH:6][C:5](=[O:7])[C:4](=[CH:8][C:9]2[CH:10]=[N:11][N:12]3[CH:17]=[CH:16][C:15]([C:18]4[CH:19]=[C:20]([CH:25]=[CH:26][CH:27]=4)[C:21]([OH:23])=[O:22])=[N:14][C:13]=23)[S:3]1. (7) Given the reactants O[CH:2]([P:9](=[O:14])([O:12][CH3:13])[O:10][CH3:11])[C:3]1[CH:8]=[CH:7][CH:6]=[CH:5][CH:4]=1.N1C=CC=CC=1.S(Br)([Br:23])=O, predict the reaction product. The product is: [Br:23][CH:2]([P:9](=[O:14])([O:12][CH3:13])[O:10][CH3:11])[C:3]1[CH:8]=[CH:7][CH:6]=[CH:5][CH:4]=1. (8) Given the reactants [Cl:1][C:2]1[CH:3]=[CH:4][C:5]([NH:8][C:9]([C:11]2[O:19][C:18]3[C:13](=[N:14][C:15]([C:20](OC)=[O:21])=[CH:16][CH:17]=3)[C:12]=2[NH:24][C:25]([C@H:27]2[CH2:32][CH2:31][C@H:30]([N:33]3[CH2:38][CH2:37][O:36][CH2:35][C:34]3=[O:39])[CH2:29][CH2:28]2)=[O:26])=[O:10])=[N:6][CH:7]=1.[BH4-].[Li+].Cl.C(=O)([O-])O.[Na+], predict the reaction product. The product is: [Cl:1][C:2]1[CH:3]=[CH:4][C:5]([NH:8][C:9]([C:11]2[O:19][C:18]3[C:13](=[N:14][C:15]([CH2:20][OH:21])=[CH:16][CH:17]=3)[C:12]=2[NH:24][C:25]([C@H:27]2[CH2:28][CH2:29][C@H:30]([N:33]3[CH2:38][CH2:37][O:36][CH2:35][C:34]3=[O:39])[CH2:31][CH2:32]2)=[O:26])=[O:10])=[N:6][CH:7]=1. (9) Given the reactants [C:1]([CH:3]([C:11]1[CH:16]=[CH:15][C:14]([O:17][CH3:18])=[CH:13][CH:12]=1)[C:4]1([OH:10])[CH2:9][CH2:8][CH2:7][CH2:6][CH2:5]1)#[N:2].[ClH:19].[H][H].Cl.C(O)(C)C, predict the reaction product. The product is: [ClH:19].[NH2:2][CH2:1][CH:3]([C:4]1([OH:10])[CH2:9][CH2:8][CH2:7][CH2:6][CH2:5]1)[C:11]1[CH:12]=[CH:13][C:14]([O:17][CH3:18])=[CH:15][CH:16]=1.